Dataset: Full USPTO retrosynthesis dataset with 1.9M reactions from patents (1976-2016). Task: Predict the reactants needed to synthesize the given product. (1) Given the product [F:7][B-:8]([F:11])([F:10])[F:9].[F:12][B-:13]([F:16])([F:15])[F:14].[Fe+2:17], predict the reactants needed to synthesize it. The reactants are: O.O.O.O.O.O.[F:7][B-:8]([F:11])([F:10])[F:9].[F:12][B-:13]([F:16])([F:15])[F:14].[Fe+2:17].C=C. (2) Given the product [CH2:1]([O:3][C:4]([N:6]1[C:15]2[C:10](=[N:11][C:12]([O:16][CH3:17])=[CH:13][CH:14]=2)[C@@H:9]([NH:18][C:19]2[C:24]([CH2:25][C:26]3[CH:31]=[C:30]([C:32]([F:35])([F:34])[F:33])[CH:29]=[C:28]([C:36]([F:39])([F:38])[F:37])[CH:27]=3)=[N:23][CH:22]=[C:21]([N:52]3[CH2:57][CH2:56][O:55][CH2:54][CH2:53]3)[N:20]=2)[CH2:8][C@H:7]1[CH2:41][CH3:42])=[O:5])[CH3:2], predict the reactants needed to synthesize it. The reactants are: [CH2:1]([O:3][C:4]([N:6]1[C:15]2[C:10](=[N:11][C:12]([O:16][CH3:17])=[CH:13][CH:14]=2)[C@@H:9]([NH:18][C:19]2[C:24]([CH2:25][C:26]3[CH:31]=[C:30]([C:32]([F:35])([F:34])[F:33])[CH:29]=[C:28]([C:36]([F:39])([F:38])[F:37])[CH:27]=3)=[N:23][CH:22]=[C:21](Cl)[N:20]=2)[CH2:8][C@H:7]1[CH2:41][CH3:42])=[O:5])[CH3:2].C(N(C(C)C)CC)(C)C.[NH:52]1[CH2:57][CH2:56][O:55][CH2:54][CH2:53]1.